From a dataset of NCI-60 drug combinations with 297,098 pairs across 59 cell lines. Regression. Given two drug SMILES strings and cell line genomic features, predict the synergy score measuring deviation from expected non-interaction effect. (1) Drug 1: C1C(C(OC1N2C=NC3=C2NC=NCC3O)CO)O. Drug 2: COCCOC1=C(C=C2C(=C1)C(=NC=N2)NC3=CC=CC(=C3)C#C)OCCOC.Cl. Cell line: OVCAR3. Synergy scores: CSS=-7.80, Synergy_ZIP=2.58, Synergy_Bliss=1.50, Synergy_Loewe=-22.4, Synergy_HSA=-17.2. (2) Drug 1: C1=CC(=CC=C1CCC2=CNC3=C2C(=O)NC(=N3)N)C(=O)NC(CCC(=O)O)C(=O)O. Drug 2: CC12CCC3C(C1CCC2OP(=O)(O)O)CCC4=C3C=CC(=C4)OC(=O)N(CCCl)CCCl.[Na+]. Cell line: TK-10. Synergy scores: CSS=44.6, Synergy_ZIP=2.09, Synergy_Bliss=0.248, Synergy_Loewe=-12.2, Synergy_HSA=0.599. (3) Drug 1: C1=CN(C(=O)N=C1N)C2C(C(C(O2)CO)O)O.Cl. Drug 2: COCCOC1=C(C=C2C(=C1)C(=NC=N2)NC3=CC=CC(=C3)C#C)OCCOC.Cl. Cell line: SN12C. Synergy scores: CSS=23.2, Synergy_ZIP=-8.78, Synergy_Bliss=-5.23, Synergy_Loewe=-3.36, Synergy_HSA=-3.17. (4) Drug 1: C1CN1P(=S)(N2CC2)N3CC3. Drug 2: CC(C)(C#N)C1=CC(=CC(=C1)CN2C=NC=N2)C(C)(C)C#N. Cell line: HS 578T. Synergy scores: CSS=3.16, Synergy_ZIP=-1.70, Synergy_Bliss=-1.98, Synergy_Loewe=-2.38, Synergy_HSA=-1.60. (5) Drug 1: C1C(C(OC1N2C=C(C(=O)NC2=O)F)CO)O. Drug 2: C1CN(CCN1C(=O)CCBr)C(=O)CCBr. Cell line: OVCAR-8. Synergy scores: CSS=33.8, Synergy_ZIP=-10.4, Synergy_Bliss=-2.54, Synergy_Loewe=-0.605, Synergy_HSA=1.34. (6) Drug 1: CC(C)NC(=O)C1=CC=C(C=C1)CNNC.Cl. Drug 2: C1C(C(OC1N2C=NC3=C2NC=NCC3O)CO)O. Cell line: HCT-15. Synergy scores: CSS=-0.688, Synergy_ZIP=-2.13, Synergy_Bliss=-6.55, Synergy_Loewe=-11.2, Synergy_HSA=-6.83.